The task is: Predict which catalyst facilitates the given reaction.. This data is from Catalyst prediction with 721,799 reactions and 888 catalyst types from USPTO. (1) Reactant: [C:1]([C:3]1([C:16]([N:18]2[CH2:23][CH2:22][O:21][CH2:20][CH2:19]2)=[O:17])[CH2:8][CH2:7][N:6](C(OC(C)(C)C)=O)[CH2:5][CH2:4]1)#[N:2].[ClH:24]. Product: [ClH:24].[N:18]1([C:16]([C:3]2([C:1]#[N:2])[CH2:8][CH2:7][NH:6][CH2:5][CH2:4]2)=[O:17])[CH2:19][CH2:20][O:21][CH2:22][CH2:23]1. The catalyst class is: 12. (2) Reactant: [CH3:1][C:2]1[N:7]2[N:8]=[C:9](/[CH:11]=[CH:12]/[C:13]3[N:17]([CH3:18])[N:16]=[C:15]([N:19]4[CH2:23][CH2:22][CH2:21][CH2:20]4)[N:14]=3)[N:10]=[C:6]2[C:5]([CH3:24])=[C:4]([CH3:25])[N:3]=1. Product: [CH3:1][C:2]1[N:7]2[N:8]=[C:9]([CH2:11][CH2:12][C:13]3[N:17]([CH3:18])[N:16]=[C:15]([N:19]4[CH2:23][CH2:22][CH2:21][CH2:20]4)[N:14]=3)[N:10]=[C:6]2[C:5]([CH3:24])=[C:4]([CH3:25])[N:3]=1. The catalyst class is: 29. (3) Reactant: Cl[C:2]1[O:3][C:4]([CH2:14][CH2:15][CH2:16][O:17][C:18]2[CH:23]=[CH:22][CH:21]=[CH:20][C:19]=2[O:24][CH3:25])=[C:5]([C:7]2[CH:12]=[CH:11][C:10]([Cl:13])=[CH:9][CH:8]=2)[N:6]=1.[NH:26]1[CH2:36][CH2:35][CH:29]([C:30]([O:32][CH2:33][CH3:34])=[O:31])[CH2:28][CH2:27]1.CC(=O)CC. Product: [Cl:13][C:10]1[CH:11]=[CH:12][C:7]([C:5]2[N:6]=[C:2]([N:26]3[CH2:27][CH2:28][CH:29]([C:30]([O:32][CH2:33][CH3:34])=[O:31])[CH2:35][CH2:36]3)[O:3][C:4]=2[CH2:14][CH2:15][CH2:16][O:17][C:18]2[CH:23]=[CH:22][CH:21]=[CH:20][C:19]=2[O:24][CH3:25])=[CH:8][CH:9]=1. The catalyst class is: 13. (4) Reactant: C1C2C(COC([N:18]3[CH2:23][C@@H:22]([NH:24][CH2:25][CH:26]4[CH2:28][CH2:27]4)[CH2:21][C@@H:20]([C:29](=[O:49])[N:30]([CH:46]4[CH2:48][CH2:47]4)[CH2:31][C:32]4[C:40]5[C:35](=[CH:36][CH:37]=[CH:38][CH:39]=5)[N:34]([CH2:41][CH2:42][CH2:43][O:44][CH3:45])[CH:33]=4)[CH2:19]3)=O)C3C(=CC=CC=3)C=2C=CC=1.[C:50](O[C:50]([O:52][C:53]([CH3:56])([CH3:55])[CH3:54])=[O:51])([O:52][C:53]([CH3:56])([CH3:55])[CH3:54])=[O:51]. Product: [C:53]([O:52][C:50](=[O:51])[N:24]([C@H:22]1[CH2:21][C@@H:20]([C:29](=[O:49])[N:30]([CH:46]2[CH2:47][CH2:48]2)[CH2:31][C:32]2[C:40]3[C:39](=[CH:38][CH:37]=[CH:36][CH:35]=3)[N:34]([CH2:41][CH2:42][CH2:43][O:44][CH3:45])[CH:33]=2)[CH2:19][NH:18][CH2:23]1)[CH2:25][CH:26]1[CH2:27][CH2:28]1)([CH3:56])([CH3:55])[CH3:54]. The catalyst class is: 23. (5) Reactant: [N:1]1[CH:6]=[CH:5][CH:4]=[CH:3][C:2]=1[C:7]1[N:11]=[C:10]([C:12]2[CH:17]=[C:16](F)[CH:15]=[C:14]([C:19]#[N:20])[CH:13]=2)[O:9][N:8]=1.C(=O)([O-])[O-].[K+].[K+].[NH:27]1[CH:31]=[CH:30][N:29]=[CH:28]1.CN(C)C=O. Product: [N:1]1[CH:6]=[CH:5][CH:4]=[CH:3][C:2]=1[C:7]1[N:11]=[C:10]([C:12]2[CH:17]=[C:16]([N:27]3[CH:31]=[CH:30][N:29]=[CH:28]3)[CH:15]=[C:14]([C:19]#[N:20])[CH:13]=2)[O:9][N:8]=1. The catalyst class is: 22. (6) Reactant: [CH:1](=O)[C:2]1[CH:7]=[CH:6][CH:5]=[CH:4][CH:3]=1.[C:9]([O:13][C:14](=[O:18])[C@H:15]([CH3:17])[NH2:16])([CH3:12])([CH3:11])[CH3:10].CCN(CC)CC.[BH-](OC(C)=O)(OC(C)=O)OC(C)=O.[Na+]. Product: [C:9]([O:13][C:14](=[O:18])[C@H:15]([CH3:17])[NH:16][CH2:1][C:2]1[CH:7]=[CH:6][CH:5]=[CH:4][CH:3]=1)([CH3:12])([CH3:11])[CH3:10]. The catalyst class is: 2.